Dataset: Forward reaction prediction with 1.9M reactions from USPTO patents (1976-2016). Task: Predict the product of the given reaction. Given the reactants Cl[C:2]1[C:11]2[C:6](=[CH:7][CH:8]=[C:9]([F:12])[CH:10]=2)[N:5]=[CH:4][CH:3]=1.C(C1CCN(N)CC1)([O:15][C:16]([CH3:19])([CH3:18])[CH3:17])=O.[CH3:27][CH2:28][N:29](C(C)C)C(C)C.C[N:37]1[C:41](=[O:42])[CH2:40][CH2:39][CH2:38]1, predict the reaction product. The product is: [F:12][C:9]1[CH:10]=[C:11]2[C:6](=[CH:7][CH:8]=1)[N:5]=[CH:4][CH:3]=[C:2]2[N:29]1[CH2:40][CH2:39][CH:38]([NH:37][C:41](=[O:42])[O:15][C:16]([CH3:19])([CH3:18])[CH3:17])[CH2:27][CH2:28]1.